Predict the product of the given reaction. From a dataset of Forward reaction prediction with 1.9M reactions from USPTO patents (1976-2016). (1) Given the reactants [Cl:1][C:2]1[CH:3]=[C:4]([CH:20]=[CH:21][C:22]=1C(N1CCC[C@@H]1CC(O)=O)=O)[C:5]([NH:7][C@H:8]([C:10]1[NH:14][C:13]2[CH:15]=[CH:16][C:17]([Cl:19])=[CH:18][C:12]=2[N:11]=1)[CH3:9])=[O:6].[CH3:34][N:35]([C:37]([O:41]N1N=NC2C=CC=CC1=2)=[N+](C)C)C.[B-](F)(F)(F)F.C([N:59]([CH:62]([CH3:64])[CH3:63])[CH2:60][CH3:61])(C)C.CN.ClCl, predict the reaction product. The product is: [Cl:1][C:2]1[CH:3]=[C:4]([CH:20]=[CH:21][C:22]=1[N:59]1[CH2:60][CH2:61][CH2:64][C@@H:62]1[CH2:63][C:37]([NH:35][CH3:34])=[O:41])[C:5]([NH:7][C@H:8]([C:10]1[NH:14][C:13]2[CH:15]=[CH:16][C:17]([Cl:19])=[CH:18][C:12]=2[N:11]=1)[CH3:9])=[O:6]. (2) Given the reactants C(O)(=O)C.[N+:5](/[CH:8]=[CH:9]/[C:10]1[CH:23]=[CH:22][C:13]([CH2:14][NH:15][C:16]2[CH:21]=[CH:20][CH:19]=[CH:18][CH:17]=2)=[CH:12][CH:11]=1)([O-:7])=[O:6].[BH4-].[Na+], predict the reaction product. The product is: [N+:5]([CH2:8][CH2:9][C:10]1[CH:23]=[CH:22][C:13]([CH2:14][NH:15][C:16]2[CH:17]=[CH:18][CH:19]=[CH:20][CH:21]=2)=[CH:12][CH:11]=1)([O-:7])=[O:6]. (3) Given the reactants [CH2:1]([N:8]1[C:16]2[C:11](=[CH:12][CH:13]=[C:14]([C:17]([O:19]CC3C=CC=CC=3)=[O:18])[CH:15]=2)[CH2:10][CH2:9]1)[C:2]1[CH:7]=[CH:6][CH:5]=[CH:4][CH:3]=1.[OH-].[Na+], predict the reaction product. The product is: [CH2:1]([N:8]1[C:16]2[C:11](=[CH:12][CH:13]=[C:14]([C:17]([OH:19])=[O:18])[CH:15]=2)[CH2:10][CH2:9]1)[C:2]1[CH:7]=[CH:6][CH:5]=[CH:4][CH:3]=1. (4) Given the reactants [CH3:1][CH2:2][O:3][C:4]([CH:6]1[C:11](=[O:12])[CH2:10][CH2:9][CH2:8][CH2:7]1)=[O:5].CCN(C(C)C)C(C)C.[S:22](O[S:22]([C:25]([F:28])([F:27])[F:26])(=[O:24])=[O:23])([C:25]([F:28])([F:27])[F:26])(=[O:24])=[O:23], predict the reaction product. The product is: [F:26][C:25]([F:28])([F:27])[S:22]([O:12][C:11]1[CH2:10][CH2:9][CH2:8][CH2:7][C:6]=1[C:4]([O:3][CH2:2][CH3:1])=[O:5])(=[O:24])=[O:23]. (5) Given the reactants [N:1]1[CH:6]=[CH:5][CH:4]=[CH:3][C:2]=1[C:7]1[CH:8]=[N:9][NH:10][C:11]=1[NH2:12].[Cl:13][C:14]1[CH:19]=[C:18]([Cl:20])[CH:17]=[CH:16][C:15]=1[C:21](=O)[CH2:22][C:23](OC)=[O:24], predict the reaction product. The product is: [Cl:13][C:14]1[CH:19]=[C:18]([Cl:20])[CH:17]=[CH:16][C:15]=1[C:21]1[NH:12][C:11]2[N:10]([N:9]=[CH:8][C:7]=2[C:2]2[CH:3]=[CH:4][CH:5]=[CH:6][N:1]=2)[C:23](=[O:24])[CH:22]=1.